This data is from CYP2C9 substrate classification data from Carbon-Mangels et al.. The task is: Regression/Classification. Given a drug SMILES string, predict its absorption, distribution, metabolism, or excretion properties. Task type varies by dataset: regression for continuous measurements (e.g., permeability, clearance, half-life) or binary classification for categorical outcomes (e.g., BBB penetration, CYP inhibition). Dataset: cyp2c9_substrate_carbonmangels. (1) The molecule is CN/C(=N\C#N)NCCSCc1nc[nH]c1C. The result is 0 (non-substrate). (2) The drug is CS(=O)(=O)OCCCCOS(C)(=O)=O. The result is 0 (non-substrate). (3) The drug is CCN(CC)CCNC(=O)c1ccc(N)cc1. The result is 0 (non-substrate). (4) The compound is CC(=O)O[C@H]1C(=O)[C@]2(C)[C@@H](O)C[C@H]3OC[C@@]3(OC(C)=O)[C@H]2[C@H](OC(=O)c2ccccc2)[C@]2(O)C[C@H](OC(=O)[C@H](O)[C@@H](NC(=O)c3ccccc3)c3ccccc3)C(C)=C1C2(C)C. The result is 0 (non-substrate). (5) The compound is NC(=O)C[S@H](=O)C(c1ccccc1)c1ccccc1. The result is 0 (non-substrate).